This data is from Merck oncology drug combination screen with 23,052 pairs across 39 cell lines. The task is: Regression. Given two drug SMILES strings and cell line genomic features, predict the synergy score measuring deviation from expected non-interaction effect. (1) Drug 1: CCC1=CC2CN(C1)Cc1c([nH]c3ccccc13)C(C(=O)OC)(c1cc3c(cc1OC)N(C)C1C(O)(C(=O)OC)C(OC(C)=O)C4(CC)C=CCN5CCC31C54)C2. Drug 2: O=C(NOCC(O)CO)c1ccc(F)c(F)c1Nc1ccc(I)cc1F. Cell line: LOVO. Synergy scores: synergy=7.46. (2) Drug 1: CNC(=O)c1cc(Oc2ccc(NC(=O)Nc3ccc(Cl)c(C(F)(F)F)c3)cc2)ccn1. Drug 2: CCc1cnn2c(NCc3ccc[n+]([O-])c3)cc(N3CCCCC3CCO)nc12. Cell line: NCIH520. Synergy scores: synergy=-5.31. (3) Drug 1: O=S1(=O)NC2(CN1CC(F)(F)F)C1CCC2Cc2cc(C=CCN3CCC(C(F)(F)F)CC3)ccc2C1. Drug 2: C#Cc1cccc(Nc2ncnc3cc(OCCOC)c(OCCOC)cc23)c1. Cell line: A2058. Synergy scores: synergy=4.34. (4) Drug 1: COC12C(COC(N)=O)C3=C(C(=O)C(C)=C(N)C3=O)N1CC1NC12. Drug 2: N#Cc1ccc(Cn2cncc2CN2CCN(c3cccc(Cl)c3)C(=O)C2)cc1. Cell line: UACC62. Synergy scores: synergy=-12.7. (5) Drug 1: O=C(NOCC(O)CO)c1ccc(F)c(F)c1Nc1ccc(I)cc1F. Drug 2: Cn1cc(-c2cnn3c(N)c(Br)c(C4CCCNC4)nc23)cn1. Cell line: VCAP. Synergy scores: synergy=8.44. (6) Drug 2: O=C(CCCCCCC(=O)Nc1ccccc1)NO. Cell line: OCUBM. Synergy scores: synergy=-17.9. Drug 1: CCC1(O)CC2CN(CCc3c([nH]c4ccccc34)C(C(=O)OC)(c3cc4c(cc3OC)N(C)C3C(O)(C(=O)OC)C(OC(C)=O)C5(CC)C=CCN6CCC43C65)C2)C1.